Dataset: Reaction yield outcomes from USPTO patents with 853,638 reactions. Task: Predict the reaction yield, written as a fraction of the theoretical maximum amount of product (1.0 means a 100% yield; for example, 0.34 means a 34% yield). The reactants are [NH:1]1[C:9]2[C:4](=[CH:5][CH:6]=[CH:7][CH:8]=2)[CH2:3][C:2]1=[O:10].C([Li])CCC.CN(C)CCN(C)C.I[CH2:25][CH2:26][CH2:27][CH2:28][CH2:29]I.[Cl-].[NH4+]. The catalyst is O1CCCC1.CCOC(C)=O. The product is [NH:1]1[C:9]2[C:4](=[CH:5][CH:6]=[CH:7][CH:8]=2)[C:3]2([CH2:29][CH2:28][CH2:27][CH2:26][CH2:25]2)[C:2]1=[O:10]. The yield is 0.696.